Dataset: Reaction yield outcomes from USPTO patents with 853,638 reactions. Task: Predict the reaction yield, written as a fraction of the theoretical maximum amount of product (1.0 means a 100% yield; for example, 0.34 means a 34% yield). (1) The reactants are [Cl:1][C:2]1[CH:3]=[CH:4][C:5]2[C:34]3[C:10](=[C:11]4[C:31](=[CH:32][CH:33]=3)[C:15]3[N:16]=[C:17]([C@@H:19]5[CH2:23][CH2:22][CH2:21][N:20]5[C:24]([O:26][C:27]([CH3:30])([CH3:29])[CH3:28])=[O:25])[NH:18][C:14]=3[CH2:13][CH2:12]4)[O:9][CH2:8][C:6]=2[CH:7]=1. The catalyst is ClCCl.[O-2].[Mn+4].[O-2]. The product is [Cl:1][C:2]1[CH:3]=[CH:4][C:5]2[C:34]3[C:10](=[C:11]4[C:31](=[CH:32][CH:33]=3)[C:15]3[N:16]=[C:17]([C@@H:19]5[CH2:23][CH2:22][CH2:21][N:20]5[C:24]([O:26][C:27]([CH3:30])([CH3:29])[CH3:28])=[O:25])[NH:18][C:14]=3[CH:13]=[CH:12]4)[O:9][CH2:8][C:6]=2[CH:7]=1. The yield is 0.960. (2) The yield is 0.339. The product is [Cl:1][C:2]1[N:3]=[C:4]([N:21]2[CH2:22][CH2:23][CH2:24][CH:20]2[CH3:19])[C:5]2[CH2:10][CH2:9][CH:8]([C:11]3[CH:16]=[CH:15][C:14]([F:17])=[CH:13][CH:12]=3)[C:6]=2[N:7]=1. The reactants are [Cl:1][C:2]1[N:3]=[C:4](Cl)[C:5]2[CH2:10][CH2:9][CH:8]([C:11]3[CH:16]=[CH:15][C:14]([F:17])=[CH:13][CH:12]=3)[C:6]=2[N:7]=1.[CH3:19][CH:20]1[CH2:24][CH2:23][CH2:22][NH:21]1. The catalyst is CO. (3) The reactants are CC1C=CC(S(O[CH2:12][C:13](F)([F:15])[F:14])(=O)=O)=CC=1.[Li]CCCC.C(B([CH2:27][CH3:28])CC)C.Cl[C:30]([C:32]1[C:33]([CH3:43])=[CH:34][C:35]([CH3:42])=[C:36]([CH:41]=1)[C:37]([O:39][CH3:40])=[O:38])=[O:31].OP(O)(O)=O. The catalyst is C1COCC1.[Cu]I.CN(C)P(N(C)C)(N(C)C)=O. The product is [F:14][C:13]([F:15])=[C:12]([CH2:27][CH3:28])[C:30]([C:32]1[C:33]([CH3:43])=[CH:34][C:35]([CH3:42])=[C:36]([CH:41]=1)[C:37]([O:39][CH3:40])=[O:38])=[O:31]. The yield is 0.380. (4) The reactants are Cl[CH2:2][C:3]([NH:5][C:6]1[C:11]([CH:12]([CH3:14])[CH3:13])=[CH:10][CH:9]=[CH:8][C:7]=1[CH:15]([CH3:17])[CH3:16])=[O:4].[CH2:18]([NH:23][CH2:24][C:25]1[CH:30]=[CH:29][C:28]([C:31]2[CH:36]=[CH:35][CH:34]=[CH:33][C:32]=2[C:37]2[N:41]([C:42]([C:55]3[CH:60]=[CH:59][CH:58]=[CH:57][CH:56]=3)([C:49]3[CH:54]=[CH:53][CH:52]=[CH:51][CH:50]=3)[C:43]3[CH:48]=[CH:47][CH:46]=[CH:45][CH:44]=3)[N:40]=[N:39][N:38]=2)=[CH:27][CH:26]=1)[CH2:19][CH2:20][CH2:21][CH3:22].[I-].[K+].C(N(CC)CC)C. The catalyst is CN(C)C=O.C(OCC)(=O)C. The product is [CH:15]([C:7]1[CH:8]=[CH:9][CH:10]=[C:11]([CH:12]([CH3:14])[CH3:13])[C:6]=1[NH:5][C:3]([CH2:2][N:23]([CH2:18][CH2:19][CH2:20][CH2:21][CH3:22])[CH2:24][C:25]1[CH:30]=[CH:29][C:28]([C:31]2[CH:36]=[CH:35][CH:34]=[CH:33][C:32]=2[C:37]2[N:41]([C:42]([C:55]3[CH:56]=[CH:57][CH:58]=[CH:59][CH:60]=3)([C:49]3[CH:50]=[CH:51][CH:52]=[CH:53][CH:54]=3)[C:43]3[CH:48]=[CH:47][CH:46]=[CH:45][CH:44]=3)[N:40]=[N:39][N:38]=2)=[CH:27][CH:26]=1)=[O:4])([CH3:17])[CH3:16]. The yield is 0.330. (5) The yield is 0.730. The product is [CH2:1]([C:3]1[C:11]([CH3:12])=[C:10]2[C:6](=[C:5]([O:14][CH2:15][CH2:16][Si:17]([CH3:18])([CH3:19])[CH3:20])[C:4]=1[CH2:21][CH:22]=[C:23]([CH3:26])[CH2:24][OH:25])[C:7](=[O:13])[O:8][CH2:9]2)[CH3:2]. The catalyst is CO.CO.O.C1COCC1. The reactants are [CH2:1]([C:3]1[C:11]([CH3:12])=[C:10]2[C:6]([C:7](=[O:13])[O:8][CH2:9]2)=[C:5]([O:14][CH2:15][CH2:16][Si:17]([CH3:20])([CH3:19])[CH3:18])[C:4]=1[CH2:21][CH:22]=[C:23]([CH3:26])[CH:24]=[O:25])[CH3:2].[BH4-].[Li+]. (6) The reactants are [CH3:1][C@H:2]1[C@@:6]([CH3:8])([OH:7])[CH2:5][CH2:4][NH:3]1.[OH-].[Na+].[C:11](O[C:11]([O:13][C:14]([CH3:17])([CH3:16])[CH3:15])=[O:12])([O:13][C:14]([CH3:17])([CH3:16])[CH3:15])=[O:12].O. The product is [OH:7][C@@:6]1([CH3:8])[CH2:5][CH2:4][N:3]([C:11]([O:13][C:14]([CH3:17])([CH3:16])[CH3:15])=[O:12])[C@H:2]1[CH3:1]. The catalyst is C1COCC1. The yield is 0.720. (7) The reactants are P([O-])([O-])([O-])=O.[K+].[K+].[K+].[O:9]1[CH2:14][CH2:13][N:12]([C:15]2[CH:20]=[CH:19][C:18](B(O)O)=[CH:17][CH:16]=2)[CH2:11][CH2:10]1.Cl[C:25]1[CH:30]=[C:29]([CH:31]([CH3:48])[C:32]([NH:34][C:35]2[CH:40]=[CH:39][C:38]([C:41]3[CH:46]=[CH:45][N:44]=[C:43]([CH3:47])[CH:42]=3)=[CH:37][CH:36]=2)=[O:33])[CH:28]=[CH:27][N:26]=1. The catalyst is O1CCOCC1.O. The product is [CH3:47][C:43]1[CH:42]=[C:41]([C:38]2[CH:37]=[CH:36][C:35]([NH:34][C:32](=[O:33])[CH:31]([C:29]3[CH:28]=[CH:27][N:26]=[C:25]([C:18]4[CH:19]=[CH:20][C:15]([N:12]5[CH2:13][CH2:14][O:9][CH2:10][CH2:11]5)=[CH:16][CH:17]=4)[CH:30]=3)[CH3:48])=[CH:40][CH:39]=2)[CH:46]=[CH:45][N:44]=1. The yield is 0.200.